This data is from Full USPTO retrosynthesis dataset with 1.9M reactions from patents (1976-2016). The task is: Predict the reactants needed to synthesize the given product. (1) Given the product [C:18]([OH:9])(=[O:19])[C:17]1[CH:20]=[CH:21][C:14]([C:11]([OH:13])=[O:12])=[CH:15][CH:16]=1, predict the reactants needed to synthesize it. The reactants are: CC1C=CC(C(O)=[O:9])=CC=1.[C:11]([C:14]1[CH:21]=[CH:20][C:17]([CH:18]=[O:19])=[CH:16][CH:15]=1)([OH:13])=[O:12].C(#N)C.O.O=[O+][O-]. (2) Given the product [Cl:1][C:2]1[CH:3]=[C:4]2[C:5](=[CH:6][CH:7]=1)[NH:8][C:9](=[O:10])[N:28]([CH2:27][C:26]([F:30])([F:29])[F:25])[C:16]2([C:17]1[CH:22]=[CH:21][C:20]([Br:23])=[CH:19][CH:18]=1)[OH:24], predict the reactants needed to synthesize it. The reactants are: [Cl:1][C:2]1[CH:7]=[CH:6][C:5]([NH:8][C:9](N2C=CN=C2)=[O:10])=[C:4]([C:16](=[O:24])[C:17]2[CH:22]=[CH:21][C:20]([Br:23])=[CH:19][CH:18]=2)[CH:3]=1.[F:25][C:26]([F:30])([F:29])[CH2:27][NH2:28]. (3) Given the product [CH2:1]([O:3][CH2:4][CH2:5][NH:6][S:7](=[O:9])(=[O:8])[NH2:10])[CH3:2], predict the reactants needed to synthesize it. The reactants are: [CH2:1]([O:3][CH2:4][CH2:5][NH2:6])[CH3:2].[S:7](N)([NH2:10])(=[O:9])=[O:8]. (4) Given the product [C:23]([O:27][C:28]([N:30]1[C:31]([CH3:36])([CH3:35])[CH2:32][CH2:33][C@@H:34]1[C@@H:46]([OH:47])[C@@H:45]([N:44]([CH2:37][C:38]1[CH:39]=[CH:40][CH:41]=[CH:42][CH:43]=1)[CH2:55][C:56]1[CH:57]=[CH:58][CH:59]=[CH:60][CH:61]=1)[CH2:48][C:49]1[CH:54]=[CH:53][CH:52]=[CH:51][CH:50]=1)=[O:29])([CH3:26])([CH3:24])[CH3:25], predict the reactants needed to synthesize it. The reactants are: C([Li])(CC)C.C1C[C@H]2N(C[C@H]3[C@@H]4CCCCN4C[C@@H]2C3)CC1.[C:23]([O:27][C:28]([N:30]1[CH2:34][CH2:33][CH2:32][C:31]1([CH3:36])[CH3:35])=[O:29])([CH3:26])([CH3:25])[CH3:24].[CH2:37]([N:44]([CH2:55][C:56]1[CH:61]=[CH:60][CH:59]=[CH:58][CH:57]=1)[C@@H:45]([CH2:48][C:49]1[CH:54]=[CH:53][CH:52]=[CH:51][CH:50]=1)[CH:46]=[O:47])[C:38]1[CH:43]=[CH:42][CH:41]=[CH:40][CH:39]=1.[Cl-].[NH4+]. (5) Given the product [CH3:16][O:15][C:12]1[N:11]=[CH:10][C:9]([NH:8][C:5]2[C:4]([C:17]3[N:22]=[C:21]([CH3:23])[N:20]=[C:19]([NH2:24])[N:18]=3)=[CH:3][C:2]([C:51]3[CH:52]=[N:53][NH:54][CH:55]=3)=[CH:7][N:6]=2)=[CH:14][CH:13]=1, predict the reactants needed to synthesize it. The reactants are: Cl[C:2]1[CH:3]=[C:4]([C:17]2[N:22]=[C:21]([CH3:23])[N:20]=[C:19]([N:24](CC3C=CC(OC)=CC=3)CC3C=CC(OC)=CC=3)[N:18]=2)[C:5]([NH:8][C:9]2[CH:10]=[N:11][C:12]([O:15][CH3:16])=[CH:13][CH:14]=2)=[N:6][CH:7]=1.CC1(C)C(C)(C)OB([C:51]2[CH:52]=[N:53][NH:54][CH:55]=2)O1. (6) Given the product [N:8]1([C:6]2[N:5]=[C:4]([N:14]3[CH:19]4[CH2:20][CH2:21][CH:15]3[CH2:16][O:17][CH2:18]4)[N:3]=[C:2]([C:26]3[CH:27]=[CH:28][C:23]([NH2:22])=[CH:24][CH:25]=3)[N:7]=2)[CH2:13][CH2:12][O:11][CH2:10][CH2:9]1, predict the reactants needed to synthesize it. The reactants are: Cl[C:2]1[N:7]=[C:6]([N:8]2[CH2:13][CH2:12][O:11][CH2:10][CH2:9]2)[N:5]=[C:4]([N:14]2[CH:19]3[CH2:20][CH2:21][CH:15]2[CH2:16][O:17][CH2:18]3)[N:3]=1.[NH2:22][C:23]1[CH:28]=[CH:27][C:26](B2OC(C)(C)C(C)(C)O2)=[CH:25][CH:24]=1.C([O-])([O-])=O.[Na+].[Na+]. (7) Given the product [CH3:12][C:11]1[C:5]2[N+:4]([O-:13])=[N:3][C:2]([NH:4][CH2:5][CH2:6][N:7]3[CH2:2][CH2:19][O:18][CH2:17][CH2:16]3)=[N:7][C:6]=2[CH:8]=[CH:9][CH:10]=1, predict the reactants needed to synthesize it. The reactants are: Cl[C:2]1[N:3]=[N+:4]([O-:13])[C:5]2[C:11]([CH3:12])=[CH:10][CH:9]=[CH:8][C:6]=2[N:7]=1.CO[CH2:16][CH2:17][O:18][CH3:19]. (8) Given the product [Cl:1][C:2]1[S:6][C:5]([B:7]2[O:9][CH2:12][C:11]([CH3:15])([CH3:13])[CH2:10][O:8]2)=[CH:4][CH:3]=1, predict the reactants needed to synthesize it. The reactants are: [Cl:1][C:2]1[S:6][C:5]([B:7]([OH:9])[OH:8])=[CH:4][CH:3]=1.[CH3:10][C:11]([CH2:15]O)([CH2:13]O)[CH3:12]. (9) Given the product [F:26][C:23]1[CH:22]=[CH:21][C:20]([O:19][CH2:18][C@@H:15]2[CH2:14][N:11]3[CH2:12][CH2:13][NH:8][CH2:9][C@H:10]3[CH2:17][CH2:16]2)=[CH:25][CH:24]=1, predict the reactants needed to synthesize it. The reactants are: C([N:8]1[CH2:13][CH2:12][N:11]2[CH2:14][C@@H:15]([CH2:18][O:19][C:20]3[CH:25]=[CH:24][C:23]([F:26])=[CH:22][CH:21]=3)[CH2:16][CH2:17][C@@H:10]2[CH2:9]1)(OC(C)(C)C)=O.Cl.